From a dataset of Forward reaction prediction with 1.9M reactions from USPTO patents (1976-2016). Predict the product of the given reaction. (1) Given the reactants [Cl:1][C:2]1[C:10]([C:11]([O:13]CC)=[O:12])=[C:9]2[N:5]([CH2:6][CH2:7][CH2:8]2)[C:4](=[O:16])[C:3]=1[CH3:17].C1COCC1.[OH-].[Na+].Cl, predict the reaction product. The product is: [Cl:1][C:2]1[C:10]([C:11]([OH:13])=[O:12])=[C:9]2[N:5]([CH2:6][CH2:7][CH2:8]2)[C:4](=[O:16])[C:3]=1[CH3:17]. (2) Given the reactants C(S)C.B(F)(F)F.CCOCC.[C:13]1([C:19]2[C:27]3[C:22](=[CH:23][CH:24]=[C:25]([NH:28][S:29]([CH:32]4[CH2:37][CH2:36][N:35](C(OCC5C=CC=CC=5)=O)[CH2:34][CH2:33]4)(=[O:31])=[O:30])[CH:26]=3)[NH:21][N:20]=2)[CH:18]=[CH:17][CH:16]=[CH:15][CH:14]=1, predict the reaction product. The product is: [C:13]1([C:19]2[C:27]3[C:22](=[CH:23][CH:24]=[C:25]([NH:28][S:29]([CH:32]4[CH2:37][CH2:36][NH:35][CH2:34][CH2:33]4)(=[O:31])=[O:30])[CH:26]=3)[NH:21][N:20]=2)[CH:14]=[CH:15][CH:16]=[CH:17][CH:18]=1. (3) Given the reactants O[C:2]1[C:9]([N+:10]([O-:12])=[O:11])=[CH:8][CH:7]=[CH:6][C:3]=1[CH:4]=[O:5].[C:13](=[O:16])([O-])[O-].[K+].[K+].BrC[CH2:21][CH2:22][C:23]1[CH:28]=[CH:27][CH:26]=[CH:25][CH:24]=1.CN(C)C=O, predict the reaction product. The product is: [C:23]1([CH2:22][CH2:21][CH2:13][O:16][C:6]2[CH:7]=[CH:8][C:9]([N+:10]([O-:12])=[O:11])=[CH:2][C:3]=2[CH:4]=[O:5])[CH:28]=[CH:27][CH:26]=[CH:25][CH:24]=1. (4) Given the reactants [C:1]([C:4]1[CH:9]=[CH:8][C:7]([C:10]2[C:11]3[C:12]4[CH:24]=[CH:23][S:22][C:13]=4[C:14](=[O:21])[NH:15][C:16]=3[CH:17]=[CH:18][C:19]=2[OH:20])=[CH:6][CH:5]=1)(=[O:3])[CH3:2].[BH4-].[Na+].[H-].[Al+3].[Li+].[H-].[H-].[H-], predict the reaction product. The product is: [OH:20][C:19]1[CH:18]=[CH:17][C:16]2[NH:15][C:14](=[O:21])[C:13]3[S:22][CH:23]=[CH:24][C:12]=3[C:11]=2[C:10]=1[C:7]1[CH:8]=[CH:9][C:4]([CH:1]([OH:3])[CH3:2])=[CH:5][CH:6]=1. (5) The product is: [N:8]1[C:9]2[C:4](=[C:3]([NH:1][NH:2][C:22]([CH:19]3[C:13]4([CH2:14][CH2:15][CH2:16][CH2:17][CH2:18]4)[CH2:21]3)=[O:24])[CH:12]=[CH:11][CH:10]=2)[CH:5]=[CH:6][CH:7]=1. Given the reactants [NH:1]([C:3]1[CH:12]=[CH:11][CH:10]=[C:9]2[C:4]=1[CH:5]=[CH:6][CH:7]=[N:8]2)[NH2:2].[CH:13]1([C:19]2([C:22]([OH:24])=O)[CH2:21]C2)[CH2:18][CH2:17][CH2:16][CH2:15][CH2:14]1, predict the reaction product. (6) Given the reactants Cl.[O:2]1[C:7]2([CH2:12][CH2:11][N:10](C(OC(C)(C)C)=O)[CH2:9][CH2:8]2)[CH2:6][NH:5][CH2:4][CH2:3]1.[F:20][C:21]([F:31])([F:30])[C:22]1[S:23][CH:24]=[C:25]([C:27](O)=[O:28])[N:26]=1.CN(C(ON1N=NC2C=CC=NC1=2)=[N+](C)C)C.F[P-](F)(F)(F)(F)F.[F:56][C:57]([F:62])([F:61])[C:58]([OH:60])=[O:59], predict the reaction product. The product is: [F:56][C:57]([F:62])([F:61])[C:58]([OH:60])=[O:59].[O:2]1[C:7]2([CH2:8][CH2:9][NH:10][CH2:11][CH2:12]2)[CH2:6][N:5]([C:27]([C:25]2[N:26]=[C:22]([C:21]([F:31])([F:20])[F:30])[S:23][CH:24]=2)=[O:28])[CH2:4][CH2:3]1. (7) Given the reactants Cl[C:2]1[CH:7]=[C:6]([Cl:8])[CH:5]=[CH:4][C:3]=1[N+:9]([O-:11])=[O:10].[Cl:12][C:13]1[CH:18]=[C:17]([Cl:19])[CH:16]=[CH:15][C:14]=1[OH:20].C(=O)([O-])[O-].[K+].[K+], predict the reaction product. The product is: [Cl:8][C:6]1[CH:5]=[CH:4][C:3]([N+:9]([O-:11])=[O:10])=[C:2]([O:20][C:14]2[CH:15]=[CH:16][C:17]([Cl:19])=[CH:18][C:13]=2[Cl:12])[CH:7]=1. (8) Given the reactants [N:1]1[CH:6]=[CH:5][CH:4]=[C:3]([O:7][C:8]2[CH:17]=[CH:16][C:11]([C:12]([NH:14][NH2:15])=O)=[CH:10][CH:9]=2)[CH:2]=1.I.CS[C:21](=[NH:34])[NH:22][C:23]1[CH:28]=[CH:27][C:26]([Cl:29])=[C:25]([C:30]([F:33])([F:32])[F:31])[CH:24]=1, predict the reaction product. The product is: [Cl:29][C:26]1[CH:27]=[CH:28][C:23]([NH:22][C:21]2[NH:34][C:12]([C:11]3[CH:16]=[CH:17][C:8]([O:7][C:3]4[CH:2]=[N:1][CH:6]=[CH:5][CH:4]=4)=[CH:9][CH:10]=3)=[N:14][N:15]=2)=[CH:24][C:25]=1[C:30]([F:31])([F:32])[F:33].